Dataset: Forward reaction prediction with 1.9M reactions from USPTO patents (1976-2016). Task: Predict the product of the given reaction. (1) Given the reactants [NH:1]1[C:6]2([CH2:11][CH2:10][NH:9][CH2:8][CH2:7]2)[CH2:5][CH2:4][CH2:3][C:2]1=[O:12].C(N(C(C)C)CC)(C)C.Cl[C:23]1[N:28]=[C:27]([CH3:29])[CH:26]=[CH:25][N:24]=1, predict the reaction product. The product is: [CH3:29][C:27]1[CH:26]=[CH:25][N:24]=[C:23]([N:9]2[CH2:10][CH2:11][C:6]3([NH:1][C:2](=[O:12])[CH2:3][CH2:4][CH2:5]3)[CH2:7][CH2:8]2)[N:28]=1. (2) Given the reactants [OH:1][C:2]1[CH:3]=[CH:4][C:5]([C:8]2[N:12]([C:13]3[CH:14]=[N:15][CH:16]=[CH:17][CH:18]=3)[N:11]=[C:10]([C:19]([O:21][CH2:22][CH3:23])=[O:20])[CH:9]=2)=[N:6][CH:7]=1.Cl[CH2:25][C:26]([NH2:28])=[O:27].C(=O)([O-])[O-].[K+].[K+].C(=O)(O)[O-].[Na+], predict the reaction product. The product is: [C:26]([CH2:25][O:1][C:2]1[CH:3]=[CH:4][C:5]([C:8]2[N:12]([C:13]3[CH:14]=[N:15][CH:16]=[CH:17][CH:18]=3)[N:11]=[C:10]([C:19]([O:21][CH2:22][CH3:23])=[O:20])[CH:9]=2)=[N:6][CH:7]=1)(=[O:27])[NH2:28]. (3) Given the reactants [H-].[Na+].[CH3:3][N:4]1[C:12]2[C:7](=[CH:8][CH:9]=[C:10]([OH:13])[CH:11]=2)[CH:6]=[N:5]1.Br[CH2:15][C:16]([O:18]CC)=[O:17], predict the reaction product. The product is: [CH3:3][N:4]1[C:12]2[C:7](=[CH:8][CH:9]=[C:10]([O:13][CH2:15][C:16]([OH:18])=[O:17])[CH:11]=2)[CH:6]=[N:5]1. (4) Given the reactants [NH2:1][CH2:2][C:3]([O:5][CH2:6][CH3:7])=[O:4].Cl[C:9]1[CH:14]=[C:13]([C:15]2[CH:20]=[CH:19][CH:18]=[C:17]([CH3:21])[C:16]=2[CH3:22])[N:12]=[C:11]([NH2:23])[N:10]=1, predict the reaction product. The product is: [NH2:23][C:11]1[N:10]=[C:9]([NH:1][CH2:2][C:3]([O:5][CH2:6][CH3:7])=[O:4])[CH:14]=[C:13]([C:15]2[CH:20]=[CH:19][CH:18]=[C:17]([CH3:21])[C:16]=2[CH3:22])[N:12]=1. (5) Given the reactants Cl[C:2]1[CH:7]=[C:6]([C:8]#[N:9])[CH:5]=[CH:4][N:3]=1.[CH3:10][NH:11][CH2:12][C:13]1[CH:18]=[CH:17][CH:16]=[CH:15][CH:14]=1.O, predict the reaction product. The product is: [CH2:12]([N:11]([C:2]1[CH:7]=[C:6]([CH:5]=[CH:4][N:3]=1)[C:8]#[N:9])[CH3:10])[C:13]1[CH:18]=[CH:17][CH:16]=[CH:15][CH:14]=1.